From a dataset of Full USPTO retrosynthesis dataset with 1.9M reactions from patents (1976-2016). Predict the reactants needed to synthesize the given product. (1) The reactants are: Br[C:2]1[CH:7]=[C:6]([C:8]2[N:12]3[CH:13]=[CH:14][C:15]([CH3:17])=[CH:16][C:11]3=[N:10][C:9]=2[C:18]2[CH:23]=[CH:22][CH:21]=[C:20]([CH3:24])[N:19]=2)[CH:5]=[CH:4][N:3]=1.[CH:25]([C:27]1[CH:32]=[CH:31][C:30](B(O)O)=[CH:29][CH:28]=1)=[O:26]. Given the product [CH3:17][C:15]1[CH:14]=[CH:13][N:12]2[C:8]([C:6]3[CH:5]=[CH:4][N:3]=[C:2]([C:30]4[CH:31]=[CH:32][C:27]([CH:25]=[O:26])=[CH:28][CH:29]=4)[CH:7]=3)=[C:9]([C:18]3[CH:23]=[CH:22][CH:21]=[C:20]([CH3:24])[N:19]=3)[N:10]=[C:11]2[CH:16]=1, predict the reactants needed to synthesize it. (2) Given the product [C:20]([CH2:2][C@H:3]1[CH2:7][CH2:6][C@H:5]([CH2:8][C:9]2[CH:14]=[C:13]([F:15])[CH:12]=[CH:11][C:10]=2[O:16][CH3:17])[O:4]1)#[N:21], predict the reactants needed to synthesize it. The reactants are: Br[CH2:2][CH:3]1[CH2:7][CH2:6][CH:5]([CH2:8][C:9]2[CH:14]=[C:13]([F:15])[CH:12]=[CH:11][C:10]=2[O:16][CH3:17])[O:4]1.[Na+].[I-].[C-:20]#[N:21].[K+].C(=O)(O)[O-].[Na+]. (3) Given the product [Br:40][C:32]1[CH:31]=[CH:30][C:29]([NH:28][C:2]2[C:7]([C:8]([F:10])([F:11])[F:9])=[CH:6][N:5]=[C:4]([NH:12][C:13]3[CH:14]=[CH:15][C:16]([CH2:17][P:18](=[O:25])([O:19][CH2:20][CH3:21])[O:22][CH2:23][CH3:24])=[CH:26][CH:27]=3)[N:3]=2)=[C:37]2[C:33]=1[CH2:34][N:35]([CH3:39])[C:36]2=[O:38], predict the reactants needed to synthesize it. The reactants are: Cl[C:2]1[C:7]([C:8]([F:11])([F:10])[F:9])=[CH:6][N:5]=[C:4]([NH:12][C:13]2[CH:27]=[CH:26][C:16]([CH2:17][P:18](=[O:25])([O:22][CH2:23][CH3:24])[O:19][CH2:20][CH3:21])=[CH:15][CH:14]=2)[N:3]=1.[NH2:28][C:29]1[CH:30]=[CH:31][C:32]([Br:40])=[C:33]2[C:37]=1[C:36](=[O:38])[N:35]([CH3:39])[CH2:34]2. (4) Given the product [CH3:17][C:16]1[N:15]=[C:7]([C:8]2[CH:13]=[CH:12][CH:11]=[CH:10][CH:9]=2)[O:14][N:2]=1, predict the reactants needed to synthesize it. The reactants are: Cl.[NH2:2]O.C[O-].[Na+].[C:7]([N:15]=[C:16](OCC)[CH3:17])(=[O:14])[C:8]1[CH:13]=[CH:12][CH:11]=[CH:10][CH:9]=1.O. (5) Given the product [F:46][C:30]1[CH:29]=[C:28]([OH:27])[CH:33]=[CH:32][C:31]=1[C:34]1[C:38]([C:39]2[CH:40]=[CH:41][N:42]=[CH:43][CH:44]=2)=[CH:37][N:36]([CH3:45])[N:35]=1, predict the reactants needed to synthesize it. The reactants are: CN1C=C(C2C=CN=CC=2)C(C2C=CC(O)=CC=2)=N1.C([O:27][C:28]1[CH:33]=[CH:32][C:31]([C:34]2[C:38]([C:39]3[CH:44]=[CH:43][N:42]=[CH:41][CH:40]=3)=[CH:37][N:36]([CH3:45])[N:35]=2)=[C:30]([F:46])[CH:29]=1)C1C=CC=CC=1. (6) Given the product [CH3:25][S:26]([N:7]1[CH2:8][CH2:9][C:5]2([CH2:1][N:2]([C:10]3[CH:17]=[CH:16][CH:15]=[CH:14][C:11]=3[CH:12]=[O:13])[CH2:3][CH2:4]2)[CH2:6]1)(=[O:28])=[O:27], predict the reactants needed to synthesize it. The reactants are: [CH2:1]1[C:5]2([CH2:9][CH2:8][NH:7][CH2:6]2)[CH2:4][CH2:3][N:2]1[C:10]1[CH:17]=[CH:16][CH:15]=[CH:14][C:11]=1[CH:12]=[O:13].C(N(CC)CC)C.[CH3:25][S:26](Cl)(=[O:28])=[O:27].